From a dataset of Reaction yield outcomes from USPTO patents with 853,638 reactions. Predict the reaction yield, written as a fraction of the theoretical maximum amount of product (1.0 means a 100% yield; for example, 0.34 means a 34% yield). (1) The reactants are CN(C)[CH2:3][C:4]#[C:5][C:6]#[C:7][C:8]1[CH:17]=[CH:16][C:11]([C:12]([O:14]C)=[O:13])=[CH:10][CH:9]=1.[CH2:19]1[CH2:23]OC[CH2:20]1.[OH-].[Na+]. The catalyst is CO. The product is [CH3:20][C:19]([CH3:23])=[CH:3][C:4]#[C:5][C:6]#[C:7][C:8]1[CH:17]=[CH:16][C:11]([C:12]([OH:14])=[O:13])=[CH:10][CH:9]=1. The yield is 0.680. (2) The reactants are Br[C:2]1[CH:7]=[N:6][C:5]([Cl:8])=[C:4]2[NH:9][C:10]([CH3:13])=[C:11]([CH3:12])[C:3]=12.CC1(C)C(C)(C)OB([C:22]2[CH:31]=[CH:30][CH:29]=[C:28]3[C:23]=2[CH2:24][CH2:25][N:26]([C:32]([O:34][C:35]([CH3:38])([CH3:37])[CH3:36])=[O:33])[CH2:27]3)O1.P([O-])([O-])([O-])=O.[K+].[K+].[K+]. The catalyst is [Pd](Cl)Cl.C(P(C(C)(C)C)[C-]1C=CC=C1)(C)(C)C.[C-]1(P(C(C)(C)C)C(C)(C)C)C=CC=C1.[Fe+2].O1CCCC1. The product is [Cl:8][C:5]1[N:6]=[CH:7][C:2]([C:22]2[CH:31]=[CH:30][CH:29]=[C:28]3[C:23]=2[CH2:24][CH2:25][N:26]([C:32]([O:34][C:35]([CH3:38])([CH3:37])[CH3:36])=[O:33])[CH2:27]3)=[C:3]2[C:11]([CH3:12])=[C:10]([CH3:13])[NH:9][C:4]=12. The yield is 0.860. (3) The reactants are [F:1][C:2]1[CH:15]=[CH:14][C:5]([CH2:6][C:7]2[CH:12]=[CH:11][CH:10]=[CH:9][C:8]=2[OH:13])=[CH:4][CH:3]=1.[CH3:16]N(C=O)C.C(=O)([O-])[O-].[K+].[K+].CI. The catalyst is C(OCC)(=O)C. The product is [F:1][C:2]1[CH:3]=[CH:4][C:5]([CH2:6][C:7]2[CH:12]=[CH:11][CH:10]=[CH:9][C:8]=2[O:13][CH3:16])=[CH:14][CH:15]=1. The yield is 0.880. (4) The reactants are [F:1][C:2](Br)([F:14])[C:3]1[C:8]([F:9])=[C:7]([F:10])[C:6]([F:11])=[C:5]([F:12])[C:4]=1[F:13].[P:16]([O:23]CC)([O:20][CH2:21][CH3:22])[O:17][CH2:18][CH3:19]. The catalyst is O1CCOCC1. The product is [F:1][C:2]([F:14])([P:16](=[O:23])([O:20][CH2:21][CH3:22])[O:17][CH2:18][CH3:19])[C:3]1[C:8]([F:9])=[C:7]([F:10])[C:6]([F:11])=[C:5]([F:12])[C:4]=1[F:13]. The yield is 0.960. (5) The reactants are [NH2:1][C:2]1[CH:7]=[CH:6][C:5](Br)=[CH:4][N:3]=1.[C:9]([O:13][CH2:14][C:15]1[CH:20]=[CH:19][CH:18]=[CH:17][CH:16]=1)(=[O:12])[CH:10]=[CH2:11].C1(C)C=CC=CC=1P(C1C=CC=CC=1C)C1C=CC=CC=1C.C(N(C(C)C)CC)(C)C. The catalyst is C(#N)CC.CC([O-])=O.CC([O-])=O.[Pd+2]. The product is [NH2:1][C:2]1[N:3]=[CH:4][C:5](/[CH:11]=[CH:10]/[C:9]([O:13][CH2:14][C:15]2[CH:20]=[CH:19][CH:18]=[CH:17][CH:16]=2)=[O:12])=[CH:6][CH:7]=1. The yield is 0.390. (6) The reactants are [C:1]1([Mg]Br)[CH:6]=[CH:5][CH:4]=[CH:3][CH:2]=1.[CH:9](=[O:13])/[CH:10]=[CH:11]/[CH3:12].[Cl-].[NH4+]. The catalyst is O1CCCC1.CCOCC. The product is [C:1]1([CH:9]([OH:13])[CH:10]=[CH:11][CH3:12])[CH:6]=[CH:5][CH:4]=[CH:3][CH:2]=1. The yield is 0.999.